This data is from Full USPTO retrosynthesis dataset with 1.9M reactions from patents (1976-2016). The task is: Predict the reactants needed to synthesize the given product. (1) Given the product [O:37]=[C:32]1[CH2:33][CH2:34][C:35](=[O:36])[N:31]1[O:30][C:25](=[O:28])[CH2:24][C@H:20]([NH:19][C:17](=[O:18])[C:16]1[CH:26]=[CH:27][C:13]([C:3]2[C:4]([C:7]3[CH:12]=[CH:11][CH:10]=[CH:9][CH:8]=3)=[N:5][O:6][C:2]=2[CH3:1])=[CH:14][CH:15]=1)[CH3:21], predict the reactants needed to synthesize it. The reactants are: [CH3:1][C:2]1[O:6][N:5]=[C:4]([C:7]2[CH:12]=[CH:11][CH:10]=[CH:9][CH:8]=2)[C:3]=1[C:13]1[CH:27]=[CH:26][C:16]([C:17]([NH:19][CH:20]([CH2:24][CH3:25])[C:21]([O-])=O)=[O:18])=[CH:15][CH:14]=1.[OH-:28].[Na+].[OH:30][N:31]1[C:35](=[O:36])[CH2:34][CH2:33][C:32]1=[O:37].Cl.C(N=C=NCCCN(C)C)C. (2) The reactants are: [F:1][C:2]([F:7])([F:6])[C:3]([OH:5])=[O:4].[F:8][C:9]([F:14])([F:13])[C:10]([OH:12])=[O:11].FC(F)(F)C(O)=O.[Cl:22][C:23]1[CH:24]=[N:25][C:26]2[NH:27][C:28]3[CH:29]=[N:30][CH:31]=[C:32]([CH:53]=3)[CH2:33][CH2:34][C:35]3[CH:43]=[C:39]([NH:40][C:41]=1[N:42]=2)[CH:38]=[CH:37][C:36]=3[NH:44][C:45](=[O:52])[CH2:46][C@@H:47]1[CH2:51][CH2:50][NH:49][CH2:48]1.[NH:54]1[CH:58]=[N:57][C:56]([C:59](O)=[O:60])=[N:55]1. Given the product [F:1][C:2]([F:7])([F:6])[C:3]([OH:5])=[O:4].[F:8][C:9]([F:14])([F:13])[C:10]([OH:12])=[O:11].[Cl:22][C:23]1[CH:24]=[N:25][C:26]2[NH:27][C:28]3[CH:29]=[N:30][CH:31]=[C:32]([CH:53]=3)[CH2:33][CH2:34][C:35]3[CH:43]=[C:39]([NH:40][C:41]=1[N:42]=2)[CH:38]=[CH:37][C:36]=3[NH:44][C:45](=[O:52])[CH2:46][C@@H:47]1[CH2:51][CH2:50][N:49]([C:59]([C:56]2[N:57]=[CH:58][NH:54][N:55]=2)=[O:60])[CH2:48]1, predict the reactants needed to synthesize it.